Predict the product of the given reaction. From a dataset of Forward reaction prediction with 1.9M reactions from USPTO patents (1976-2016). (1) Given the reactants Br[C:2]1[CH:3]=[C:4]2[C:9](=[CH:10][CH:11]=1)[N:8]=[CH:7][CH:6]=[C:5]2[C:12]1[CH:17]=[CH:16][N:15]=[N:14][CH:13]=1.B1(B2OC(C)(C)C(C)(C)O2)OC(C)(C)C(C)(C)O1.C([O-])(=O)C.[K+].[Br-].Br[C:43]1[CH:44]=[C:45]([NH:51][S:52]([C:55]2[CH:60]=[CH:59][C:58]([F:61])=[CH:57][C:56]=2[F:62])(=[O:54])=[O:53])[C:46]([O:49][CH3:50])=[N:47][CH:48]=1, predict the reaction product. The product is: [F:62][C:56]1[CH:57]=[C:58]([F:61])[CH:59]=[CH:60][C:55]=1[S:52]([NH:51][C:45]1[C:46]([O:49][CH3:50])=[N:47][CH:48]=[C:43]([C:2]2[CH:3]=[C:4]3[C:9](=[CH:10][CH:11]=2)[N:8]=[CH:7][CH:6]=[C:5]3[C:12]2[CH:17]=[CH:16][N:15]=[N:14][CH:13]=2)[CH:44]=1)(=[O:54])=[O:53]. (2) Given the reactants [CH3:1][N:2]1[C:6]([CH2:7][OH:8])=[CH:5][C:4]([C:9]2[CH:14]=[CH:13][CH:12]=[CH:11][CH:10]=2)=[N:3]1.[Br:15]N1C(=O)CCC1=O, predict the reaction product. The product is: [Br:15][C:5]1[C:4]([C:9]2[CH:14]=[CH:13][CH:12]=[CH:11][CH:10]=2)=[N:3][N:2]([CH3:1])[C:6]=1[CH:7]=[O:8].